This data is from Full USPTO retrosynthesis dataset with 1.9M reactions from patents (1976-2016). The task is: Predict the reactants needed to synthesize the given product. (1) The reactants are: [F:1][C:2]([F:21])([F:20])[C:3]1[N:8]=[C:7]([N:9]2[CH2:14][CH2:13][NH:12][CH:11]([C:15]([O:17][CH2:18][CH3:19])=[O:16])[CH2:10]2)[CH:6]=[CH:5][CH:4]=1.[C:22]([O:26][CH2:27][CH3:28])(=[O:25])[CH:23]=[CH2:24].C(N(CC)C(C)C)(C)C. Given the product [CH2:27]([O:26][C:22](=[O:25])[CH2:23][CH2:24][N:12]1[CH2:13][CH2:14][N:9]([C:7]2[CH:6]=[CH:5][CH:4]=[C:3]([C:2]([F:1])([F:20])[F:21])[N:8]=2)[CH2:10][CH:11]1[C:15]([O:17][CH2:18][CH3:19])=[O:16])[CH3:28], predict the reactants needed to synthesize it. (2) Given the product [F:16][C:5]1[C:6]([NH:8][C:9]2[CH:14]=[CH:13][CH:12]=[C:11]([OH:15])[CH:10]=2)=[N:7][C:2]([NH:30][C:27]2[CH:28]=[CH:29][C:23]3[O:22][C:21]([C:19]([O:18][CH3:17])=[O:20])=[CH:25][C:24]=3[CH:26]=2)=[N:3][CH:4]=1, predict the reactants needed to synthesize it. The reactants are: Cl[C:2]1[N:7]=[C:6]([NH:8][C:9]2[CH:14]=[CH:13][CH:12]=[C:11]([OH:15])[CH:10]=2)[C:5]([F:16])=[CH:4][N:3]=1.[CH3:17][O:18][C:19]([C:21]1[O:22][C:23]2[CH:29]=[CH:28][C:27]([NH2:30])=[CH:26][C:24]=2[CH:25]=1)=[O:20]. (3) Given the product [C:23]([O:7][C@H:6]1[C@@H:2]([O:1][C:23](=[O:27])[CH2:24][CH2:25][CH3:26])[C@H:3]([N:10]2[CH:15]=[CH:14][CH:13]=[N:12][C:11]2=[O:16])[O:4][C@@H:5]1[CH2:8][O:9][C:23](=[O:27])[CH2:24][CH2:25][CH3:26])(=[O:27])[CH2:24][CH2:25][CH3:26], predict the reactants needed to synthesize it. The reactants are: [OH:1][C@@H:2]1[C@H:6]([OH:7])[C@@H:5]([CH2:8][OH:9])[O:4][C@H:3]1[N:10]1[CH:15]=[CH:14][CH:13]=[N:12][C:11]1=[O:16].[C:23](O[C:23](=[O:27])[CH2:24][CH2:25][CH3:26])(=[O:27])[CH2:24][CH2:25][CH3:26].